Dataset: Full USPTO retrosynthesis dataset with 1.9M reactions from patents (1976-2016). Task: Predict the reactants needed to synthesize the given product. (1) The reactants are: [CH2:1]1[CH2:24][O:23][C:3]2([CH2:8][CH2:7][C@H:6]3[C@H:9]4[C@H:19]([CH2:20][CH2:21][C@:4]23[CH3:5])[C@:17]2([CH3:18])[C:12]([CH:13]=[CH:14][CH2:15][CH2:16]2)=[CH:11][C:10]4=[O:22])[O:2]1.ClC1C=C(C=CC=1)C(OO)=[O:30]. Given the product [O:30]1[C@H:13]2[C:12]3[C@:17]([CH3:18])([CH2:16][CH2:15][C@@H:14]12)[C@@H:19]1[C@H:9]([C@H:6]2[C@@:4]([CH2:21][CH2:20]1)([CH3:5])[C:3]1([O:2][CH2:1][CH2:24][O:23]1)[CH2:8][CH2:7]2)[C:10](=[O:22])[CH:11]=3, predict the reactants needed to synthesize it. (2) Given the product [C:1]([O:29][CH2:13][CH2:19][OH:20])(=[O:10])[CH:2]=[CH:3][C:4]1[CH:9]=[CH:8][CH:7]=[CH:6][CH:5]=1, predict the reactants needed to synthesize it. The reactants are: [CH:1](=[O:10])[CH:2]=[CH:3][C:4]1[CH:9]=[CH:8][CH:7]=[CH:6][CH:5]=1.C([C:13]1[C:19](=[O:20])C(Cl)=C(Cl)C(=O)C=1C#N)#N.O.[O-2].[O-2].[O-2].[O:29]=[Si]=O.O=[Si]=O.O=[Si]=O.O=[Si]=O.[Al+3].[Al+3]. (3) Given the product [CH3:2][C:3]([CH3:55])([CH3:54])[CH2:4][C:5]([C:7]1[CH:48]=[CH:47][C:10]([O:11][CH2:12][C:13]2[CH:46]=[CH:45][C:16]([CH2:17][NH:18][C:19]([C:21]3[N:22]=[CH:23][NH:24][CH:25]=3)=[O:20])=[CH:15][CH:14]=2)=[C:9]([C:49]([F:52])([F:51])[F:50])[C:8]=1[OH:53])=[O:6], predict the reactants needed to synthesize it. The reactants are: Cl.[CH3:2][C:3]([CH3:55])([CH3:54])[CH2:4][C:5]([C:7]1[CH:48]=[CH:47][C:10]([O:11][CH2:12][C:13]2[CH:46]=[CH:45][C:16]([CH2:17][NH:18][C:19]([C:21]3[N:22]=[CH:23][N:24](C(C4C=CC=CC=4)(C4C=CC=CC=4)C4C=CC=CC=4)[CH:25]=3)=[O:20])=[CH:15][CH:14]=2)=[C:9]([C:49]([F:52])([F:51])[F:50])[C:8]=1[OH:53])=[O:6]. (4) Given the product [F:10][C:7]([F:8])([F:9])[C:6]([NH:17][C:16]1[CH:18]=[CH:19][CH:20]=[CH:21][C:15]=1[F:14])=[O:11], predict the reactants needed to synthesize it. The reactants are: [F:8][C:7]([F:10])([F:9])[C:6](O[C:6](=[O:11])[C:7]([F:10])([F:9])[F:8])=[O:11].[F:14][C:15]1[CH:21]=[CH:20][CH:19]=[CH:18][C:16]=1[NH2:17].C(N(CC)CC)C. (5) Given the product [C:21]([C:23]1[C:16]([C:15]2[CH:18]=[CH:19][CH:20]=[C:13]([O:12][CH3:11])[CH:14]=2)=[N:10][C:8]([S:7][CH3:6])=[N:9][C:24]=1[OH:25])#[N:22], predict the reactants needed to synthesize it. The reactants are: S(O)(O)(=O)=O.[CH3:6][S:7][C:8](=[NH:10])[NH2:9].[CH3:11][O:12][C:13]1[CH:14]=[C:15]([CH:18]=[CH:19][CH:20]=1)[CH:16]=O.[C:21]([CH2:23][C:24](OCC)=[O:25])#[N:22].C(=O)([O-])[O-].[K+].[K+].Cl. (6) Given the product [Cl:31][C:32]1[CH:37]=[CH:36][CH:35]=[CH:34][C:33]=1[C:38]1[C:39]([CH2:49][N:50]2[C:54]3=[N:55][CH:56]=[N:57][C:58]([NH2:59])=[C:53]3[C:52]([C:23]3[CH:24]=[N:20][NH:21][CH:22]=3)=[N:51]2)=[N:40][C:41]2[C:46]([N:47]=1)=[C:45]([CH3:48])[CH:44]=[CH:43][CH:42]=2, predict the reactants needed to synthesize it. The reactants are: ClC1C=CC=CC=1C1C(C[N:20]2[C:24]3=NC=NC(N)=[C:23]3[C:22](I)=[N:21]2)=NC2C(N=1)=CC=CC=2C.[Cl:31][C:32]1[CH:37]=[CH:36][CH:35]=[CH:34][C:33]=1[C:38]1[C:39]([CH2:49][N:50]2[C:54]3=[N:55][CH:56]=[N:57][C:58]([NH2:59])=[C:53]3[C:52](I)=[N:51]2)=[N:40][C:41]2[C:46]([N:47]=1)=[C:45]([CH3:48])[CH:44]=[CH:43][CH:42]=2.N1C=C(B2OC(C)(C)C(C)(C)O2)C=N1.C(=O)([O-])[O-].[Na+].[Na+]. (7) Given the product [Cl:20][C:17]1[CH:18]=[CH:19][C:14]([C:7]2([CH3:13])[C:6]3[CH:21]=[C:2]([NH:1][C:25]4[CH:26]=[CH:27][CH:28]=[C:23]([Cl:22])[CH:24]=4)[CH:3]=[CH:4][C:5]=3[N:10]([CH3:11])[C:9](=[O:12])[O:8]2)=[CH:15][CH:16]=1, predict the reactants needed to synthesize it. The reactants are: [NH2:1][C:2]1[CH:3]=[CH:4][C:5]2[N:10]([CH3:11])[C:9](=[O:12])[O:8][C:7]([C:14]3[CH:19]=[CH:18][C:17]([Cl:20])=[CH:16][CH:15]=3)([CH3:13])[C:6]=2[CH:21]=1.[Cl:22][C:23]1[CH:28]=[CH:27][CH:26]=[C:25](I)[CH:24]=1.C1C=CC(P(C2C(C3C(P(C4C=CC=CC=4)C4C=CC=CC=4)=CC=C4C=3C=CC=C4)=C3C(C=CC=C3)=CC=2)C2C=CC=CC=2)=CC=1.CC(C)([O-])C.[Na+].C1OCCOCCOCCOCCOCCOC1. (8) Given the product [Cl:1][C:2]1[CH:7]=[CH:6][CH:5]=[CH:4][C:3]=1[CH2:8][N:9]1[C:14](=[O:15])[C:13]([C:36]([NH:37][CH2:51][C:52]([OH:54])=[O:53])=[O:62])=[C:12]([OH:16])[N:11]=[C:10]1[C:17]1[CH:22]=[CH:21][CH:20]=[CH:19][CH:18]=1, predict the reactants needed to synthesize it. The reactants are: [Cl:1][C:2]1[CH:7]=[CH:6][CH:5]=[CH:4][C:3]=1[CH2:8][N:9]1[C:14](=[O:15])[CH:13]=[C:12]([OH:16])[N:11]=[C:10]1[C:17]1[CH:22]=[CH:21][CH:20]=[CH:19][CH:18]=1.[Cl-].C[Al+]C.CCCCCC.ClC1C=CC=CC=1[CH2:36][NH2:37].C(#N)C1C=CC=CC=1.C(OCC)(=O)[CH2:51][C:52]([O:54]CC)=[O:53].C[O-:62].[Na+]. (9) The reactants are: [CH3:1][C:2]([C@@H:36]([OH:48])[C:37]([NH:39][CH2:40][CH2:41][C:42]([NH:44][CH2:45][CH2:46][SH:47])=[O:43])=[O:38])([CH2:4][O:5][P:6]([O:9][P:10]([O:13][CH2:14][C@H:15]1[O:19][C@@H:18]([N:20]2[C:24]3[N:25]=[CH:26][N:27]=[C:28]([NH2:29])[C:23]=3[N:22]=[CH:21]2)[C@H:17]([OH:30])[C@@H:16]1[O:31][P:32]([OH:35])([OH:34])=[O:33])([OH:12])=[O:11])([OH:8])=[O:7])[CH3:3].P([O-])([O-])([O-])=[O:50].[K+].[K+].[K+].C[O:58][C:59]1[C:64]([OH:65])=[C:63]([O:66]C)C=C(/[CH:68]=[CH:69]/[C:70]([OH:72])=[O:71])C=1. Given the product [OH:19][CH2:18][CH2:17][C:16]([O-:31])=[O:50].[C:70]([OH:72])(=[O:71])[CH:69]([CH3:68])[OH:5].[C:59]([S:47][CH2:46][CH2:45][NH:44][C:42](=[O:43])[CH2:41][CH2:40][NH:39][C:37](=[O:38])[C@H:36]([OH:48])[C:2]([CH3:1])([CH3:3])[CH2:4][O:5][P:6]([OH:8])(=[O:7])[O:9][P:10]([OH:12])(=[O:11])[O:13][CH2:14][C@H:15]1[O:19][C@@H:18]([N:20]2[C:24]3[N:25]=[CH:26][N:27]=[C:28]([NH2:29])[C:23]=3[N:22]=[CH:21]2)[C@H:17]([OH:30])[C@@H:16]1[O:31][P:32]([OH:35])([OH:34])=[O:33])(=[O:58])[CH:64]([CH3:63])[OH:65].[OH:66][CH2:63][CH2:64][C:59]([S:47][CH2:46][CH2:45][NH:44][C:42](=[O:43])[CH2:41][CH2:40][NH:39][C:37](=[O:38])[C@H:36]([OH:48])[C:2]([CH3:1])([CH3:3])[CH2:4][O:5][P:6]([OH:8])(=[O:7])[O:9][P:10]([OH:12])(=[O:11])[O:13][CH2:14][C@H:15]1[O:19][C@@H:18]([N:20]2[C:24]3[N:25]=[CH:26][N:27]=[C:28]([NH2:29])[C:23]=3[N:22]=[CH:21]2)[C@H:17]([OH:30])[C@@H:16]1[O:31][P:32]([OH:35])([OH:34])=[O:33])=[O:58], predict the reactants needed to synthesize it. (10) Given the product [CH3:1][O:2][C:3]1[CH:12]=[CH:11][C:6]2[C:7](=[O:10])[CH2:8][O:9][C:5]=2[C:4]=1[CH2:13][CH2:14][CH2:15][CH:16]1[CH2:21][CH2:20][N:19]([C:22]([O:24][C:25]([CH3:28])([CH3:27])[CH3:26])=[O:23])[CH2:18][CH2:17]1, predict the reactants needed to synthesize it. The reactants are: [CH3:1][O:2][C:3]1[CH:12]=[CH:11][C:6]2[C:7](=[O:10])[CH2:8][O:9][C:5]=2[C:4]=1[C:13]#[C:14][CH2:15][CH:16]1[CH2:21][CH2:20][N:19]([C:22]([O:24][C:25]([CH3:28])([CH3:27])[CH3:26])=[O:23])[CH2:18][CH2:17]1.